From a dataset of Full USPTO retrosynthesis dataset with 1.9M reactions from patents (1976-2016). Predict the reactants needed to synthesize the given product. The reactants are: [OH:1][C:2]1[CH:9]=[C:8]([NH:10][C:11]2[S:12][CH:13]=[CH:14][N:15]=2)[CH:7]=[CH:6][C:3]=1[C:4]#[N:5].C([O-])([O-])=O.[Cs+].[Cs+].[O:22]1[CH:26]=[CH:25][CH:24]=[C:23]1[CH2:27]Br.CCOCC. Given the product [C:4]([C:3]1[CH:6]=[CH:7][C:8]([NH:10][C:11]2[S:12][CH:13]=[CH:14][N:15]=2)=[CH:9][C:2]=1[O:1][CH2:27][C:23]1[O:22][CH:26]=[CH:25][CH:24]=1)#[N:5], predict the reactants needed to synthesize it.